From a dataset of Catalyst prediction with 721,799 reactions and 888 catalyst types from USPTO. Predict which catalyst facilitates the given reaction. (1) Reactant: [Cl:1][C:2]1[N:10]=[C:9]2[C:5]([NH:6][CH:7]=[N:8]2)=[C:4](Cl)[N:3]=1.[Cl:12][C:13]1[CH:14]=[C:15]([CH:17]=[CH:18][CH:19]=1)[NH2:16].C(N(CC)CC)C.C(Cl)(Cl)Cl.CO. Product: [Cl:1][C:2]1[N:10]=[C:9]2[C:5]([NH:6][CH:7]=[N:8]2)=[C:4]([NH:16][C:15]2[CH:17]=[CH:18][CH:19]=[C:13]([Cl:12])[CH:14]=2)[N:3]=1. The catalyst class is: 51. (2) Reactant: [Si]([O:8][C@H:9]([C:23]1[CH:32]=[CH:31][C:30]([OH:33])=[C:29]2[C:24]=1[CH:25]=[CH:26][C:27](=[O:34])[NH:28]2)[CH2:10][NH:11][CH:12]1[CH2:17][CH2:16][N:15]([CH2:18][CH2:19][C:20](O)=[O:21])[CH2:14][CH2:13]1)(C(C)(C)C)(C)C.CN(C(ON1N=NC2C=CC=NC1=2)=[N+](C)C)C.F[P-](F)(F)(F)(F)F.C(N(CC)CC)C.[CH:66]([NH2:79])([C:73]1[CH:78]=[CH:77][CH:76]=[CH:75][CH:74]=1)[C:67]1[CH:72]=[CH:71][CH:70]=[CH:69][CH:68]=1. Product: [CH:66]([NH:79][C:20](=[O:21])[CH2:19][CH2:18][N:15]1[CH2:14][CH2:13][CH:12]([NH:11][CH2:10][C@H:9]([OH:8])[C:23]2[CH:32]=[CH:31][C:30]([OH:33])=[C:29]3[C:24]=2[CH:25]=[CH:26][C:27](=[O:34])[NH:28]3)[CH2:17][CH2:16]1)([C:73]1[CH:74]=[CH:75][CH:76]=[CH:77][CH:78]=1)[C:67]1[CH:72]=[CH:71][CH:70]=[CH:69][CH:68]=1. The catalyst class is: 3. (3) Product: [N:8]([CH:1]1[CH2:6][CH2:5][CH2:4][CH2:3][CH:2]1[OH:7])=[N+:9]=[N-:10]. Reactant: [CH:1]12[O:7][CH:2]1[CH2:3][CH2:4][CH2:5][CH2:6]2.[N-:8]=[N+:9]=[N-:10].[Na+].CC(C)=O. The catalyst class is: 6.